Dataset: Reaction yield outcomes from USPTO patents with 853,638 reactions. Task: Predict the reaction yield, written as a fraction of the theoretical maximum amount of product (1.0 means a 100% yield; for example, 0.34 means a 34% yield). The reactants are [F:1][CH:2]([F:23])[O:3][C:4]1[C:5]([OH:22])=[C:6]([C:12]2[CH:13]=[C:14]3[C:18](=[CH:19][CH:20]=2)[C:17](=[O:21])[O:16][CH2:15]3)[CH:7]=[CH:8][C:9]=1[O:10][CH3:11].C(=O)([O-])[O-].[K+].[K+].Br[CH2:31][C:32]1[CH:40]=[CH:39][C:35]([C:36]([NH2:38])=[O:37])=[CH:34][CH:33]=1. The catalyst is C(#N)C. The product is [F:23][CH:2]([F:1])[O:3][C:4]1[C:9]([O:10][CH3:11])=[CH:8][CH:7]=[C:6]([C:12]2[CH:13]=[C:14]3[C:18](=[CH:19][CH:20]=2)[C:17](=[O:21])[O:16][CH2:15]3)[C:5]=1[O:22][CH2:31][C:32]1[CH:40]=[CH:39][C:35]([C:36]([NH2:38])=[O:37])=[CH:34][CH:33]=1. The yield is 0.309.